This data is from NCI-60 drug combinations with 297,098 pairs across 59 cell lines. The task is: Regression. Given two drug SMILES strings and cell line genomic features, predict the synergy score measuring deviation from expected non-interaction effect. (1) Drug 1: CC1=C2C(C(=O)C3(C(CC4C(C3C(C(C2(C)C)(CC1OC(=O)C(C(C5=CC=CC=C5)NC(=O)OC(C)(C)C)O)O)OC(=O)C6=CC=CC=C6)(CO4)OC(=O)C)OC)C)OC. Drug 2: CN(C(=O)NC(C=O)C(C(C(CO)O)O)O)N=O. Cell line: U251. Synergy scores: CSS=38.3, Synergy_ZIP=0.549, Synergy_Bliss=-1.97, Synergy_Loewe=-37.7, Synergy_HSA=-2.08. (2) Drug 1: C1C(C(OC1N2C=NC3=C2NC=NCC3O)CO)O. Drug 2: CC1C(C(CC(O1)OC2CC(CC3=C2C(=C4C(=C3O)C(=O)C5=CC=CC=C5C4=O)O)(C(=O)C)O)N)O. Cell line: NCI-H522. Synergy scores: CSS=50.1, Synergy_ZIP=5.86, Synergy_Bliss=7.97, Synergy_Loewe=-36.1, Synergy_HSA=6.20. (3) Drug 1: CC1=CC2C(CCC3(C2CCC3(C(=O)C)OC(=O)C)C)C4(C1=CC(=O)CC4)C. Drug 2: CS(=O)(=O)OCCCCOS(=O)(=O)C. Cell line: PC-3. Synergy scores: CSS=7.05, Synergy_ZIP=0.331, Synergy_Bliss=-2.25, Synergy_Loewe=-5.22, Synergy_HSA=-5.36. (4) Drug 1: CCC1(CC2CC(C3=C(CCN(C2)C1)C4=CC=CC=C4N3)(C5=C(C=C6C(=C5)C78CCN9C7C(C=CC9)(C(C(C8N6C=O)(C(=O)OC)O)OC(=O)C)CC)OC)C(=O)OC)O.OS(=O)(=O)O. Drug 2: CC1=C2C(C(=O)C3(C(CC4C(C3C(C(C2(C)C)(CC1OC(=O)C(C(C5=CC=CC=C5)NC(=O)OC(C)(C)C)O)O)OC(=O)C6=CC=CC=C6)(CO4)OC(=O)C)O)C)O. Cell line: MCF7. Synergy scores: CSS=30.2, Synergy_ZIP=-10.6, Synergy_Bliss=-6.32, Synergy_Loewe=-8.44, Synergy_HSA=-4.51. (5) Drug 1: CC1C(C(CC(O1)OC2CC(OC(C2O)C)OC3=CC4=CC5=C(C(=O)C(C(C5)C(C(=O)C(C(C)O)O)OC)OC6CC(C(C(O6)C)O)OC7CC(C(C(O7)C)O)OC8CC(C(C(O8)C)O)(C)O)C(=C4C(=C3C)O)O)O)O. Drug 2: C1CNP(=O)(OC1)N(CCCl)CCCl. Cell line: NCI-H322M. Synergy scores: CSS=20.7, Synergy_ZIP=1.11, Synergy_Bliss=1.35, Synergy_Loewe=-19.2, Synergy_HSA=-1.58. (6) Drug 1: CC1CCCC2(C(O2)CC(NC(=O)CC(C(C(=O)C(C1O)C)(C)C)O)C(=CC3=CSC(=N3)C)C)C. Synergy scores: CSS=47.6, Synergy_ZIP=2.22, Synergy_Bliss=1.48, Synergy_Loewe=3.16, Synergy_HSA=2.82. Cell line: NCI-H226. Drug 2: CC1C(C(CC(O1)OC2CC(CC3=C2C(=C4C(=C3O)C(=O)C5=C(C4=O)C(=CC=C5)OC)O)(C(=O)CO)O)N)O.Cl. (7) Drug 1: C1=CC=C(C(=C1)C(C2=CC=C(C=C2)Cl)C(Cl)Cl)Cl. Drug 2: C(CCl)NC(=O)N(CCCl)N=O. Cell line: KM12. Synergy scores: CSS=9.98, Synergy_ZIP=0.935, Synergy_Bliss=3.01, Synergy_Loewe=-8.63, Synergy_HSA=-1.99. (8) Drug 1: C1CCC(C1)C(CC#N)N2C=C(C=N2)C3=C4C=CNC4=NC=N3. Drug 2: C1CN1P(=S)(N2CC2)N3CC3. Cell line: OVCAR-4. Synergy scores: CSS=2.72, Synergy_ZIP=5.14, Synergy_Bliss=0.133, Synergy_Loewe=-0.628, Synergy_HSA=-0.376. (9) Drug 1: C1CC(=O)NC(=O)C1N2C(=O)C3=CC=CC=C3C2=O. Drug 2: CC1CCCC2(C(O2)CC(NC(=O)CC(C(C(=O)C(C1O)C)(C)C)O)C(=CC3=CSC(=N3)C)C)C. Cell line: IGROV1. Synergy scores: CSS=26.8, Synergy_ZIP=0.810, Synergy_Bliss=0.252, Synergy_Loewe=-24.9, Synergy_HSA=-0.397. (10) Drug 1: C1CC(C1)(C(=O)O)C(=O)O.[NH2-].[NH2-].[Pt+2]. Drug 2: CN(C(=O)NC(C=O)C(C(C(CO)O)O)O)N=O. Cell line: LOX IMVI. Synergy scores: CSS=2.37, Synergy_ZIP=2.31, Synergy_Bliss=-1.33, Synergy_Loewe=4.73, Synergy_HSA=-2.63.